This data is from Reaction yield outcomes from USPTO patents with 853,638 reactions. The task is: Predict the reaction yield, written as a fraction of the theoretical maximum amount of product (1.0 means a 100% yield; for example, 0.34 means a 34% yield). (1) The reactants are [Cl-].[CH3:2][O:3][CH2:4][P+](C1C=CC=CC=1)(C1C=CC=CC=1)C1C=CC=CC=1.C[C:25]([O-:28])(C)C.[K+].[Cl:30][C:31]1[CH:32]=[CH:33][C:34]([N+:39]([O-:41])=[O:40])=[C:35]([CH:38]=1)[CH:36]=O.Cl. The catalyst is O1CCCC1.CO.O1CCOCC1. The product is [Cl:30][C:31]1[CH:32]=[CH:33][C:34]([N+:39]([O-:41])=[O:40])=[C:35]([CH2:36][CH:4]([O:28][CH3:25])[O:3][CH3:2])[CH:38]=1. The yield is 0.190. (2) The reactants are [CH:1]([C:4]1[CH:9]=[CH:8][C:7]([CH:10]2[C:14]3[C:15]([CH3:20])=[CH:16][CH:17]=[C:18]([CH3:19])[C:13]=3[O:12][C:11]2=[O:21])=[CH:6][CH:5]=1)([CH3:3])[CH3:2]. The catalyst is CCCCCC.C(OCC)(=O)C. The product is [OH:21][CH2:11][CH:10]([C:14]1[C:15]([CH3:20])=[CH:16][CH:17]=[C:18]([CH3:19])[C:13]=1[OH:12])[C:7]1[CH:6]=[CH:5][C:4]([CH:1]([CH3:3])[CH3:2])=[CH:9][CH:8]=1. The yield is 0.880.